This data is from Catalyst prediction with 721,799 reactions and 888 catalyst types from USPTO. The task is: Predict which catalyst facilitates the given reaction. (1) Product: [CH3:12][CH:13]1[NH:14][CH2:15][CH2:16][N:17]([C:2]2[C:7]([C:8]([F:11])([F:10])[F:9])=[CH:6][CH:5]=[CH:4][N:3]=2)[CH2:18]1. The catalyst class is: 395. Reactant: Cl[C:2]1[C:7]([C:8]([F:11])([F:10])[F:9])=[CH:6][CH:5]=[CH:4][N:3]=1.[CH3:12][C@@H:13]1[CH2:18][NH:17][CH2:16][CH2:15][NH:14]1.C([O-])([O-])=O.[K+].[K+].CO.C(Cl)(Cl)Cl. (2) Reactant: [CH3:1][C:2]1[N:7]=[C:6]2[CH2:8][CH2:9][C:10](=O)[C:5]2=[CH:4][CH:3]=1.C([O-])(=O)C.[NH4+].C([BH3-])#[N:18].[Na+].C(OC(OC(C)(C)C)=O)(OC(C)(C)C)=O.C(Cl)[Cl:37]. Product: [ClH:37].[CH3:1][C:2]1[N:7]=[C:6]2[CH2:8][CH2:9][CH:10]([NH2:18])[C:5]2=[CH:4][CH:3]=1. The catalyst class is: 5. (3) Reactant: [Cl:1][C:2]1[C:11]2[C:6](=[CH:7][CH:8]=[CH:9][CH:10]=2)[N:5]=[C:4]([C:12]([O:14]CC)=O)[N:3]=1.[Cl:17][C:18]1[CH:19]=[C:20]([Mg]Br)[CH:21]=[CH:22][C:23]=1[F:24].C1COCC1. Product: [Cl:17][C:18]1[CH:19]=[C:20]([C:12]([C:4]2[N:3]=[C:2]([Cl:1])[C:11]3[C:6](=[CH:7][CH:8]=[CH:9][CH:10]=3)[N:5]=2)=[O:14])[CH:21]=[CH:22][C:23]=1[F:24]. The catalyst class is: 1.